This data is from Catalyst prediction with 721,799 reactions and 888 catalyst types from USPTO. The task is: Predict which catalyst facilitates the given reaction. (1) Reactant: [CH3:1][N:2]([CH3:20])[C:3]1[CH:19]=[CH:18][C:6]([C:7]([N:9]2[CH:14]3[CH2:15][CH2:16][CH:10]2[CH2:11][C:12](=[O:17])[CH2:13]3)=[O:8])=[CH:5][CH:4]=1.[CH3:21][Mg]Br. Product: [CH3:1][N:2]([CH3:20])[C:3]1[CH:4]=[CH:5][C:6]([C:7]([N:9]2[CH:10]3[CH2:16][CH2:15][CH:14]2[CH2:13][C:12]([OH:17])([CH3:21])[CH2:11]3)=[O:8])=[CH:18][CH:19]=1. The catalyst class is: 1. (2) Reactant: [O:1]=[C:2]1[C@@H:5]([NH:6][C:7](=[O:16])[O:8][CH2:9][C:10]2[CH:15]=[CH:14][CH:13]=[CH:12][CH:11]=2)[CH2:4][O:3]1.[NH:17]1[CH:21]=[CH:20][CH:19]=[N:18]1. Product: [CH2:9]([O:8][C:7]([NH:6][C@@H:5]([CH2:4][N:17]1[CH:21]=[CH:20][CH:19]=[N:18]1)[C:2]([OH:3])=[O:1])=[O:16])[C:10]1[CH:15]=[CH:14][CH:13]=[CH:12][CH:11]=1. The catalyst class is: 23.